Dataset: Full USPTO retrosynthesis dataset with 1.9M reactions from patents (1976-2016). Task: Predict the reactants needed to synthesize the given product. (1) Given the product [C:6]1([CH2:5][C@H:4]([N:12]([CH2:27][C:28]2[CH:29]=[CH:30][C:31]([C:34]3[CH:39]=[CH:38][CH:37]=[CH:36][N:35]=3)=[CH:32][CH:33]=2)[C:13](=[O:26])[CH:14]=[CH:15][C:16]2[CH:21]=[CH:20][C:19]([C:22]([F:25])([F:24])[F:23])=[CH:18][CH:17]=2)[C:3]([OH:40])=[O:2])[CH:11]=[CH:10][CH:9]=[CH:8][CH:7]=1, predict the reactants needed to synthesize it. The reactants are: C[O:2][C:3](=[O:40])[C@@H:4]([N:12]([CH2:27][C:28]1[CH:33]=[CH:32][C:31]([C:34]2[CH:39]=[CH:38][CH:37]=[CH:36][N:35]=2)=[CH:30][CH:29]=1)[C:13](=[O:26])[CH:14]=[CH:15][C:16]1[CH:21]=[CH:20][C:19]([C:22]([F:25])([F:24])[F:23])=[CH:18][CH:17]=1)[CH2:5][C:6]1[CH:11]=[CH:10][CH:9]=[CH:8][CH:7]=1.[OH-].[Na+].O. (2) Given the product [NH2:41][C@H:37]([C:38]([NH:49][C@H:50]([C:18]([NH:17][C@H:13]([C:14]([NH:59][C@H:60]([C:73]([NH:75][C@H:76]([C:89]([NH:91][C@H:92]([C:105]([OH:107])=[O:106])[CH2:93][CH2:94][C:95](=[O:104])[O:96][CH2:97][C:98]1[CH:99]=[CH:100][CH:101]=[CH:102][CH:103]=1)=[O:90])[CH2:77][CH2:78][C:79](=[O:88])[O:80][CH2:81][C:82]1[CH:83]=[CH:84][CH:85]=[CH:86][CH:87]=1)=[O:74])[CH2:61][CH2:62][C:63](=[O:72])[O:64][CH2:65][C:66]1[CH:67]=[CH:68][CH:69]=[CH:70][CH:71]=1)=[O:16])[CH2:12][CH2:11][CH2:10][CH2:9][NH2:8])=[O:20])[CH2:51][CH2:52][CH2:53][CH2:54][NH2:58])=[O:40])[CH2:36][CH2:35][CH2:34][CH2:33][NH2:32], predict the reactants needed to synthesize it. The reactants are: CC(OC([NH:8][CH2:9][CH2:10][CH2:11][CH2:12][C@H:13]([NH:17][C:18]([O:20]C(C)(C)C)=O)[C:14]([OH:16])=O)=O)(C)C.CC(OC([NH:32][CH2:33][CH2:34][CH2:35][CH2:36][C@H:37]([NH2:41])[C:38]([OH:40])=O)=O)(C)C.CC(OC([NH:49][CH2:50][CH2:51][CH2:52][CH2:53][C@H:54]([NH2:58])C(O)=O)=O)(C)C.[NH2:59][C@H:60]([C:73]([NH:75][C@H:76]([C:89]([NH:91][C@H:92]([C:105]([OH:107])=[O:106])[CH2:93][CH2:94][C:95](=[O:104])[O:96][CH2:97][C:98]1[CH:103]=[CH:102][CH:101]=[CH:100][CH:99]=1)=[O:90])[CH2:77][CH2:78][C:79](=[O:88])[O:80][CH2:81][C:82]1[CH:87]=[CH:86][CH:85]=[CH:84][CH:83]=1)=[O:74])[CH2:61][CH2:62][C:63](=[O:72])[O:64][CH2:65][C:66]1[CH:71]=[CH:70][CH:69]=[CH:68][CH:67]=1. (3) Given the product [F:22][C:19]1[CH:18]=[CH:17][C:16]([NH:15][C:14]([N:11]2[CH2:10][CH2:9][NH:8][CH2:13][CH2:12]2)=[O:23])=[CH:21][CH:20]=1, predict the reactants needed to synthesize it. The reactants are: C(OC([N:8]1[CH2:13][CH2:12][N:11]([C:14](=[O:23])[NH:15][C:16]2[CH:21]=[CH:20][C:19]([F:22])=[CH:18][CH:17]=2)[CH2:10][CH2:9]1)=O)(C)(C)C.